The task is: Predict the reactants needed to synthesize the given product.. This data is from Full USPTO retrosynthesis dataset with 1.9M reactions from patents (1976-2016). Given the product [NH2:1][C:2]1[C:11]2[C:6](=[C:7]([C:22]3[CH:23]=[N:24][CH:25]=[CH:26][C:21]=3[CH3:20])[C:8]([F:12])=[CH:9][CH:10]=2)[N:5]=[N:4][C:3]=1[C:14]([NH:16][CH:17]1[CH2:19][CH2:18]1)=[O:15], predict the reactants needed to synthesize it. The reactants are: [NH2:1][C:2]1[C:11]2[C:6](=[C:7](I)[C:8]([F:12])=[CH:9][CH:10]=2)[N:5]=[N:4][C:3]=1[C:14]([NH:16][CH:17]1[CH2:19][CH2:18]1)=[O:15].[CH3:20][C:21]1[CH:26]=[CH:25][N:24]=[CH:23][C:22]=1B(O)O.